This data is from NCI-60 drug combinations with 297,098 pairs across 59 cell lines. The task is: Regression. Given two drug SMILES strings and cell line genomic features, predict the synergy score measuring deviation from expected non-interaction effect. (1) Drug 1: CN1CCC(CC1)COC2=C(C=C3C(=C2)N=CN=C3NC4=C(C=C(C=C4)Br)F)OC. Drug 2: CCC1=CC2CC(C3=C(CN(C2)C1)C4=CC=CC=C4N3)(C5=C(C=C6C(=C5)C78CCN9C7C(C=CC9)(C(C(C8N6C)(C(=O)OC)O)OC(=O)C)CC)OC)C(=O)OC.C(C(C(=O)O)O)(C(=O)O)O. Cell line: UACC-257. Synergy scores: CSS=25.6, Synergy_ZIP=-5.04, Synergy_Bliss=2.28, Synergy_Loewe=-5.54, Synergy_HSA=2.10. (2) Drug 2: N.N.Cl[Pt+2]Cl. Cell line: SK-MEL-28. Synergy scores: CSS=44.8, Synergy_ZIP=-7.59, Synergy_Bliss=-6.86, Synergy_Loewe=-0.324, Synergy_HSA=-0.455. Drug 1: C1C(C(OC1N2C=NC3=C(N=C(N=C32)Cl)N)CO)O. (3) Drug 1: C1=NC2=C(N=C(N=C2N1C3C(C(C(O3)CO)O)O)F)N. Drug 2: CC1C(C(CC(O1)OC2CC(CC3=C2C(=C4C(=C3O)C(=O)C5=C(C4=O)C(=CC=C5)OC)O)(C(=O)CO)O)N)O.Cl. Cell line: NCI-H226. Synergy scores: CSS=5.72, Synergy_ZIP=-0.983, Synergy_Bliss=2.58, Synergy_Loewe=-8.37, Synergy_HSA=-0.0901. (4) Drug 1: C1C(C(OC1N2C=NC3=C2NC=NCC3O)CO)O. Drug 2: C1C(C(OC1N2C=NC(=NC2=O)N)CO)O. Cell line: K-562. Synergy scores: CSS=27.7, Synergy_ZIP=2.45, Synergy_Bliss=0.425, Synergy_Loewe=-15.6, Synergy_HSA=-1.02. (5) Drug 1: CC1=C(C=C(C=C1)NC2=NC=CC(=N2)N(C)C3=CC4=NN(C(=C4C=C3)C)C)S(=O)(=O)N.Cl. Drug 2: CC1=CC=C(C=C1)C2=CC(=NN2C3=CC=C(C=C3)S(=O)(=O)N)C(F)(F)F. Cell line: OVCAR-4. Synergy scores: CSS=12.1, Synergy_ZIP=-2.26, Synergy_Bliss=1.28, Synergy_Loewe=2.71, Synergy_HSA=2.14. (6) Drug 1: C1=CC=C(C=C1)NC(=O)CCCCCCC(=O)NO. Drug 2: C1CN(CCN1C(=O)CCBr)C(=O)CCBr. Cell line: CAKI-1. Synergy scores: CSS=37.8, Synergy_ZIP=-8.73, Synergy_Bliss=-2.59, Synergy_Loewe=0.863, Synergy_HSA=2.12.